From a dataset of Forward reaction prediction with 1.9M reactions from USPTO patents (1976-2016). Predict the product of the given reaction. (1) Given the reactants [O:1]1[C:6]2=[CH:7][N:8]=[C:9]([C:11](OC)=[O:12])[CH:10]=[C:5]2[CH2:4][CH2:3][CH2:2]1.[Li+].[BH4-].Cl.[OH-].[Na+], predict the reaction product. The product is: [O:1]1[C:6]2=[CH:7][N:8]=[C:9]([CH2:11][OH:12])[CH:10]=[C:5]2[CH2:4][CH2:3][CH2:2]1. (2) Given the reactants Br[C:2]1[C:7]([Br:8])=[CH:6][C:5]([Cl:9])=[CH:4][N:3]=1.[CH3:10]B(O)O.C([O-])([O-])=O.[K+].[K+], predict the reaction product. The product is: [Br:8][C:7]1[C:2]([CH3:10])=[N:3][CH:4]=[C:5]([Cl:9])[CH:6]=1.